Predict the reaction yield, written as a fraction of the theoretical maximum amount of product (1.0 means a 100% yield; for example, 0.34 means a 34% yield). From a dataset of Reaction yield outcomes from USPTO patents with 853,638 reactions. (1) The reactants are [Cl:1][C:2]1[CH:3]=[C:4]([S:8]([CH:11]2[CH2:16][CH2:15][NH:14][CH2:13][CH2:12]2)(=[O:10])=[O:9])[CH:5]=[CH:6][CH:7]=1.Cl[C:18]1[CH:23]=[CH:22][C:21]([C:24]([F:27])([F:26])[F:25])=[CH:20][N:19]=1.CCN(C(C)C)C(C)C. The catalyst is O1CCOCC1. The product is [Cl:1][C:2]1[CH:3]=[C:4]([S:8]([CH:11]2[CH2:16][CH2:15][N:14]([C:18]3[CH:23]=[CH:22][C:21]([C:24]([F:27])([F:26])[F:25])=[CH:20][N:19]=3)[CH2:13][CH2:12]2)(=[O:10])=[O:9])[CH:5]=[CH:6][CH:7]=1. The yield is 0.640. (2) The reactants are C([O:8][C:9]1[CH:14]=[CH:13][C:12]([O:15][CH2:16][O:17][CH3:18])=[CH:11][N:10]=1)C1C=CC=CC=1. The catalyst is CCO.[Pd]. The product is [CH3:18][O:17][CH2:16][O:15][C:12]1[CH:13]=[CH:14][C:9]([OH:8])=[N:10][CH:11]=1. The yield is 1.00. (3) The reactants are [CH3:1][O:2][C:3](=[O:10])[C@@H:4]([CH2:6][CH:7]([CH3:9])[CH3:8])[NH2:5].[CH2:11]1[CH2:17][S:14](=[O:16])(=[O:15])[O:13][CH2:12]1. The catalyst is C(#N)C. The product is [CH3:1][O:2][C:3]([C@H:4]([NH:5][CH2:12][CH2:11][CH2:17][S:14]([OH:16])(=[O:15])=[O:13])[CH2:6][CH:7]([CH3:9])[CH3:8])=[O:10]. The yield is 0.600. (4) The reactants are O[Li].O.[C:4]1([C:14]([NH:16][C@H:17]2[C:25]3[C:20](=[CH:21][CH:22]=[C:23]([C:26]([O:28]C)=[O:27])[CH:24]=3)[CH2:19][CH2:18]2)=[O:15])[C:13]2[C:8](=[CH:9][CH:10]=[CH:11][CH:12]=2)[CH:7]=[CH:6][CH:5]=1. The catalyst is O.CO. The product is [C:4]1([C:14]([NH:16][C@H:17]2[C:25]3[C:20](=[CH:21][CH:22]=[C:23]([C:26]([OH:28])=[O:27])[CH:24]=3)[CH2:19][CH2:18]2)=[O:15])[C:13]2[C:8](=[CH:9][CH:10]=[CH:11][CH:12]=2)[CH:7]=[CH:6][CH:5]=1. The yield is 0.960. (5) The reactants are [Br:1][C:2]1[CH:7]=[C:6]([NH2:8])[CH:5]=[C:4]([C:9]([F:12])([F:11])[F:10])[C:3]=1[NH2:13].Br[CH2:15][CH2:16][O:17][CH2:18][CH2:19]Br.C(N(CC)C(C)C)(C)C.C(=O)(O)[O-]. The catalyst is CN(C)C=O. The product is [Br:1][C:2]1[CH:7]=[C:6]([N:8]2[CH2:19][CH2:18][O:17][CH2:16][CH2:15]2)[CH:5]=[C:4]([C:9]([F:12])([F:11])[F:10])[C:3]=1[NH2:13]. The yield is 0.630. (6) The reactants are [Br:1][C:2]1[CH:7]=[C:6]([CH3:8])[C:5]([Cl:9])=[CH:4][C:3]=1[C:10]([OH:13])([CH3:12])[CH3:11].Cl[CH2:15][O:16][CH2:17][CH3:18].CCN(C(C)C)C(C)C.O. The catalyst is C(Cl)Cl. The product is [Br:1][C:2]1[CH:7]=[C:6]([CH3:8])[C:5]([Cl:9])=[CH:4][C:3]=1[C:10]([O:13][CH2:15][O:16][CH2:17][CH3:18])([CH3:11])[CH3:12]. The yield is 0.775. (7) The reactants are I[C:2]1[CH:7]=[C:6]([N:8]([CH3:10])[CH3:9])[CH:5]=[CH:4][N:3]=1.[F:11][C:12]1[CH:17]=[C:16]([F:18])[CH:15]=[CH:14][C:13]=1B(O)O.C([O-])([O-])=O.[K+].[K+]. The catalyst is C1(C)C=CC=CC=1.O.C1C=CC([P]([Pd]([P](C2C=CC=CC=2)(C2C=CC=CC=2)C2C=CC=CC=2)([P](C2C=CC=CC=2)(C2C=CC=CC=2)C2C=CC=CC=2)[P](C2C=CC=CC=2)(C2C=CC=CC=2)C2C=CC=CC=2)(C2C=CC=CC=2)C2C=CC=CC=2)=CC=1. The product is [F:11][C:12]1[CH:17]=[C:16]([F:18])[CH:15]=[CH:14][C:13]=1[C:2]1[CH:7]=[C:6]([N:8]([CH3:10])[CH3:9])[CH:5]=[CH:4][N:3]=1. The yield is 0.780. (8) The reactants are [Cl:1][C:2]1[CH:3]=[CH:4][CH:5]=[C:6]2[C:10]=1[N:9]([CH3:11])[CH:8]=[C:7]2[CH2:12][N:13]([CH3:30])[C:14](=[O:29])/[CH:15]=[CH:16]/[C:17]1[CH:18]=[N:19][C:20]([NH:23][CH2:24][C:25]([O:27]C)=[O:26])=[CH:21][CH:22]=1.COC(CNC1N=CC(/C=C/C(N(C)CC2C3C(=CC=CC=3)NC=2C)=O)=CC=1)=O. No catalyst specified. The product is [C:25]([CH2:24][NH:23][C:20]1[N:19]=[CH:18][C:17](/[CH:16]=[CH:15]/[C:14]([N:13]([CH2:12][C:7]2[C:6]3[C:10](=[C:2]([Cl:1])[CH:3]=[CH:4][CH:5]=3)[N:9]([CH3:11])[CH:8]=2)[CH3:30])=[O:29])=[CH:22][CH:21]=1)([OH:27])=[O:26]. The yield is 1.00. (9) The reactants are [F:1][C:2]([C:5]1[S:9][C:8]2=[N:10][C:11]([C:13]([O:15]CC)=[O:14])=[CH:12][N:7]2[N:6]=1)([F:4])[CH3:3].Br. The catalyst is CC(O)=O. The product is [F:1][C:2]([C:5]1[S:9][C:8]2=[N:10][C:11]([C:13]([OH:15])=[O:14])=[CH:12][N:7]2[N:6]=1)([F:4])[CH3:3]. The yield is 0.880.